The task is: Regression. Given two drug SMILES strings and cell line genomic features, predict the synergy score measuring deviation from expected non-interaction effect.. This data is from NCI-60 drug combinations with 297,098 pairs across 59 cell lines. (1) Drug 1: CC1=C(C=C(C=C1)C(=O)NC2=CC(=CC(=C2)C(F)(F)F)N3C=C(N=C3)C)NC4=NC=CC(=N4)C5=CN=CC=C5. Drug 2: CC1=C(C(=CC=C1)Cl)NC(=O)C2=CN=C(S2)NC3=CC(=NC(=N3)C)N4CCN(CC4)CCO. Cell line: SR. Synergy scores: CSS=-5.70, Synergy_ZIP=16.8, Synergy_Bliss=11.2, Synergy_Loewe=-8.36, Synergy_HSA=-9.51. (2) Drug 1: CC12CCC3C(C1CCC2=O)CC(=C)C4=CC(=O)C=CC34C. Drug 2: CC1CCC2CC(C(=CC=CC=CC(CC(C(=O)C(C(C(=CC(C(=O)CC(OC(=O)C3CCCCN3C(=O)C(=O)C1(O2)O)C(C)CC4CCC(C(C4)OC)O)C)C)O)OC)C)C)C)OC. Cell line: M14. Synergy scores: CSS=41.5, Synergy_ZIP=0.267, Synergy_Bliss=4.02, Synergy_Loewe=5.53, Synergy_HSA=5.85. (3) Drug 1: CC1=C(C=C(C=C1)C(=O)NC2=CC(=CC(=C2)C(F)(F)F)N3C=C(N=C3)C)NC4=NC=CC(=N4)C5=CN=CC=C5. Drug 2: CCCCC(=O)OCC(=O)C1(CC(C2=C(C1)C(=C3C(=C2O)C(=O)C4=C(C3=O)C=CC=C4OC)O)OC5CC(C(C(O5)C)O)NC(=O)C(F)(F)F)O. Cell line: HOP-92. Synergy scores: CSS=53.8, Synergy_ZIP=-0.583, Synergy_Bliss=-0.380, Synergy_Loewe=-6.02, Synergy_HSA=-3.77. (4) Drug 1: C1=NC2=C(N=C(N=C2N1C3C(C(C(O3)CO)O)O)F)N. Drug 2: CN(C(=O)NC(C=O)C(C(C(CO)O)O)O)N=O. Cell line: NCI-H226. Synergy scores: CSS=-4.61, Synergy_ZIP=0.133, Synergy_Bliss=-3.88, Synergy_Loewe=-7.10, Synergy_HSA=-7.05. (5) Drug 1: C1CCC(CC1)NC(=O)N(CCCl)N=O. Drug 2: COC1=NC(=NC2=C1N=CN2C3C(C(C(O3)CO)O)O)N. Cell line: SK-MEL-5. Synergy scores: CSS=15.8, Synergy_ZIP=3.28, Synergy_Bliss=9.70, Synergy_Loewe=-4.92, Synergy_HSA=0.965.